The task is: Predict the product of the given reaction.. This data is from Forward reaction prediction with 1.9M reactions from USPTO patents (1976-2016). (1) Given the reactants [Cl:1][C:2]1[C:11]([C:12]2([C:15]#[N:16])[CH2:14][CH2:13]2)=[CH:10][CH:9]=[CH:8][C:3]=1[C:4]([O:6]C)=[O:5].[OH-].[Li+].O1CCCC1.CO, predict the reaction product. The product is: [Cl:1][C:2]1[C:11]([C:12]2([C:15]#[N:16])[CH2:14][CH2:13]2)=[CH:10][CH:9]=[CH:8][C:3]=1[C:4]([OH:6])=[O:5]. (2) Given the reactants Br[C:2]1[CH:7]=[C:6]([CH3:8])[CH:5]=[C:4]([C:9]2[CH:14]=[CH:13][C:12]([Cl:15])=[CH:11][CH:10]=2)[N:3]=1.[I:16][C:17]1[N:18]=[CH:19][NH:20][CH:21]=1, predict the reaction product. The product is: [Cl:15][C:12]1[CH:13]=[CH:14][C:9]([C:4]2[CH:5]=[C:6]([CH3:8])[CH:7]=[C:2]([N:20]3[CH:21]=[C:17]([I:16])[N:18]=[CH:19]3)[N:3]=2)=[CH:10][CH:11]=1.